The task is: Predict the product of the given reaction.. This data is from Forward reaction prediction with 1.9M reactions from USPTO patents (1976-2016). (1) The product is: [Cl:16][C:17]1[S:21][C:20]([C:22]([NH:1][C:2]2[CH:11]=[C:10]([C:12]([F:13])([F:14])[F:15])[CH:9]=[CH:8][C:3]=2[C:4]([O:6][CH3:7])=[O:5])=[O:23])=[CH:19][CH:18]=1. Given the reactants [NH2:1][C:2]1[CH:11]=[C:10]([C:12]([F:15])([F:14])[F:13])[CH:9]=[CH:8][C:3]=1[C:4]([O:6][CH3:7])=[O:5].[Cl:16][C:17]1[S:21][C:20]([C:22](Cl)=[O:23])=[CH:19][CH:18]=1, predict the reaction product. (2) Given the reactants [CH3:1][O:2][C:3]([C:5]1[NH:6][C:7]2[C:12]([CH:13]=1)=[CH:11][CH:10]=[C:9]([O:14][CH3:15])[CH:8]=2)=[O:4].[Br:16]N1C(=O)CCC1=O, predict the reaction product. The product is: [Br:16][C:13]1[C:12]2[C:7](=[CH:8][C:9]([O:14][CH3:15])=[CH:10][CH:11]=2)[NH:6][C:5]=1[C:3]([O:2][CH3:1])=[O:4]. (3) Given the reactants C(OC(=O)[NH:10][CH2:11][C:12]1[NH:13][C:14](=[O:22])[C:15]2[CH:21]=[CH:20][CH:19]=[N:18][C:16]=2[N:17]=1)C1C=CC=CC=1.CC(OC)(C)C, predict the reaction product. The product is: [NH2:10][CH2:11][C:12]1[NH:13][C:14](=[O:22])[C:15]2[CH:21]=[CH:20][CH:19]=[N:18][C:16]=2[N:17]=1. (4) Given the reactants [C:1]([C:3]1[C:4]([N:16]2[CH2:19][CH:18]([C:20](O)=[O:21])[CH2:17]2)=[N:5][C:6]([CH2:14][CH3:15])=[C:7]([C:9]([O:11][CH2:12][CH3:13])=[O:10])[CH:8]=1)#[N:2].[F:23][C:24]1[CH:29]=[CH:28][C:27]([CH2:30][S:31]([NH2:34])(=[O:33])=[O:32])=[CH:26][C:25]=1[CH3:35], predict the reaction product. The product is: [C:1]([C:3]1[C:4]([N:16]2[CH2:17][CH:18]([C:20](=[O:21])[NH:34][S:31]([CH2:30][C:27]3[CH:28]=[CH:29][C:24]([F:23])=[C:25]([CH3:35])[CH:26]=3)(=[O:33])=[O:32])[CH2:19]2)=[N:5][C:6]([CH2:14][CH3:15])=[C:7]([CH:8]=1)[C:9]([O:11][CH2:12][CH3:13])=[O:10])#[N:2]. (5) Given the reactants Cl[C:2]([O:4][CH3:5])=[O:3].C([N:9]([CH2:13][CH3:14])C(C)C)(C)C.[F:15][C:16]1[CH:21]=[C:20]([B:22]2[O:26][C:25]([CH3:28])([CH3:27])[C:24]([CH3:30])([CH3:29])[O:23]2)[CH:19]=[CH:18][C:17]=1CNC, predict the reaction product. The product is: [F:15][C:16]1[CH:21]=[C:20]([B:22]2[O:26][C:25]([CH3:28])([CH3:27])[C:24]([CH3:30])([CH3:29])[O:23]2)[CH:19]=[CH:18][C:17]=1[CH2:14][CH2:13][NH:9][C:2](=[O:3])[O:4][CH3:5]. (6) The product is: [C:21]1([CH:11]([C:12]2[C:20]3[C:15](=[CH:16][N:17]=[CH:18][CH:19]=3)[NH:14][CH:13]=2)[CH2:5][C:4]([OH:27])=[O:3])[CH:26]=[CH:25][CH:24]=[CH:23][CH:22]=1. Given the reactants C([O:3][C:4](=[O:27])[CH:5]([CH:11]([C:21]1[CH:26]=[CH:25][CH:24]=[CH:23][CH:22]=1)[C:12]1[C:20]2[C:15](=[CH:16][N:17]=[CH:18][CH:19]=2)[NH:14][CH:13]=1)C(OCC)=O)C.[OH-].[Na+], predict the reaction product. (7) Given the reactants [CH3:1][O:2][CH2:3][C:4]1[CH:25]=[CH:24][C:7]([C:8]([N:10]2[CH2:15][CH2:14][CH:13]([C:16]3[CH:23]=[CH:22][C:19]([C:20]#[N:21])=[CH:18][CH:17]=3)[CH2:12][CH2:11]2)=[O:9])=[CH:6][C:5]=1[N+:26]([O-])=O, predict the reaction product. The product is: [NH2:26][C:5]1[CH:6]=[C:7]([CH:24]=[CH:25][C:4]=1[CH2:3][O:2][CH3:1])[C:8]([N:10]1[CH2:11][CH2:12][CH:13]([C:16]2[CH:23]=[CH:22][C:19]([C:20]#[N:21])=[CH:18][CH:17]=2)[CH2:14][CH2:15]1)=[O:9]. (8) Given the reactants [F:1][C:2]1[CH:3]=[C:4]([NH2:10])[C:5]([NH2:9])=[CH:6][C:7]=1[F:8].[CH:11](OCC)(OCC)OCC, predict the reaction product. The product is: [F:1][C:2]1[C:7]([F:8])=[CH:6][C:5]2[NH:9][CH:11]=[N:10][C:4]=2[CH:3]=1. (9) Given the reactants [Cl:1][C:2]1[CH:3]=[C:4]2[C:8](=[CH:9][CH:10]=1)[N:7]([CH:11]([CH2:15][CH:16]1[CH2:20][CH2:19][CH2:18][CH2:17]1)[C:12](O)=[O:13])[C:6](=[O:21])[C:5]2=[O:22].[NH2:23][C:24]1[S:25][CH:26]=[CH:27][N:28]=1.C(N(C(C)C)CC)(C)C.F[P-](F)(F)(F)(F)F.N1(O[P+](N(C)C)(N(C)C)N(C)C)C2C=CC=CC=2N=N1, predict the reaction product. The product is: [Cl:1][C:2]1[CH:3]=[C:4]2[C:8](=[CH:9][CH:10]=1)[N:7]([CH:11]([CH2:15][CH:16]1[CH2:20][CH2:19][CH2:18][CH2:17]1)[C:12]([NH:23][C:24]1[S:25][CH:26]=[CH:27][N:28]=1)=[O:13])[C:6](=[O:21])[C:5]2=[O:22]. (10) Given the reactants [NH2:1][C@H:2]1[C:11]2[C:6](=[CH:7][CH:8]=[C:9]([C:12]3[CH:13]=[N:14][C:15]([C:18]([N:20]4[CH2:25][CH2:24][O:23][CH2:22][CH2:21]4)=[O:19])=[CH:16][CH:17]=3)[CH:10]=2)[N:5]([C:26](=[O:28])[CH3:27])[C@@H:4]([CH3:29])[CH2:3]1.Br[C:31]1[CH:36]=[N:35][C:34]([CH3:37])=[CH:33][N:32]=1.COC1C2C=CNC=2N=C(N)N=1.CC(C)([O-])C.[Na+], predict the reaction product. The product is: [CH3:29][C@H:4]1[CH2:3][C@@H:2]([NH:1][C:31]2[CH:36]=[N:35][C:34]([CH3:37])=[CH:33][N:32]=2)[C:11]2[C:6](=[CH:7][CH:8]=[C:9]([C:12]3[CH:13]=[N:14][C:15]([C:18]([N:20]4[CH2:25][CH2:24][O:23][CH2:22][CH2:21]4)=[O:19])=[CH:16][CH:17]=3)[CH:10]=2)[N:5]1[C:26](=[O:28])[CH3:27].